This data is from Forward reaction prediction with 1.9M reactions from USPTO patents (1976-2016). The task is: Predict the product of the given reaction. (1) Given the reactants Cl[C:2]1[C:3]([N:14]2[CH2:19][CH2:18][CH:17]([O:20][C:21]3[CH:26]=[CH:25][C:24]([Cl:27])=[CH:23][C:22]=3[F:28])[CH2:16][CH2:15]2)=[N:4][C:5]2[C:10]([N:11]=1)=[CH:9][C:8]([C:12]#[N:13])=[CH:7][CH:6]=2.C(N(CC)CC)C.[CH3:36][CH:37]([NH2:39])[CH3:38], predict the reaction product. The product is: [Cl:27][C:24]1[CH:25]=[CH:26][C:21]([O:20][CH:17]2[CH2:16][CH2:15][N:14]([C:3]3[C:2]([NH:39][CH:37]([CH3:38])[CH3:36])=[N:11][C:10]4[C:5](=[CH:6][CH:7]=[C:8]([C:12]#[N:13])[CH:9]=4)[N:4]=3)[CH2:19][CH2:18]2)=[C:22]([F:28])[CH:23]=1. (2) Given the reactants [Br:1][C:2]1[CH:3]=[CH:4][CH:5]=[C:6]2[C:11]=1[N:10]=[C:9](Cl)[CH:8]=[N:7]2.[CH2:13]([N:15]1[CH2:20][CH2:19][N:18]([C:21]([C:23]2[CH:28]=[CH:27][C:26](B3OC(C)(C)C(C)(C)O3)=[CH:25][C:24]=2[CH3:38])=[O:22])[CH2:17][CH2:16]1)[CH3:14].[O-]P([O-])([O-])=O.[K+].[K+].[K+], predict the reaction product. The product is: [Br:1][C:2]1[CH:3]=[CH:4][CH:5]=[C:6]2[C:11]=1[N:10]=[C:9]([C:26]1[CH:27]=[CH:28][C:23]([C:21]([N:18]3[CH2:19][CH2:20][N:15]([CH2:13][CH3:14])[CH2:16][CH2:17]3)=[O:22])=[C:24]([CH3:38])[CH:25]=1)[CH:8]=[N:7]2. (3) Given the reactants [C:1]([C:3]1[CH:4]=[C:5]2[C:10](=[CH:11][CH:12]=1)[C:9](=[O:13])[CH2:8][CH2:7][C:6]2([CH3:15])[CH3:14])#[CH:2].[O:16]1[CH2:20][CH2:19][CH2:18][CH2:17]1, predict the reaction product. The product is: [CH2:9]([O:13][C:20](=[O:16])[C:19]1[CH:3]=[CH:1][C:2]([C:2]#[C:1][C:3]2[CH:12]=[CH:11][C:10]3[C:9](=[O:13])[CH2:8][CH2:7][C:6]([CH3:15])([CH3:14])[C:5]=3[CH:4]=2)=[CH:17][CH:18]=1)[CH3:8].